From a dataset of Reaction yield outcomes from USPTO patents with 853,638 reactions. Predict the reaction yield, written as a fraction of the theoretical maximum amount of product (1.0 means a 100% yield; for example, 0.34 means a 34% yield). (1) The reactants are [CH:1]([C:4]1[CH:8]=[CH:7][NH:6][N:5]=1)([CH3:3])[CH3:2].Cl[C:10]1[CH:19]=[C:18]([O:20]CC2C=CC(OC)=CC=2)[C:17]2[C:12](=[C:13]([CH3:32])[C:14]([O:30][CH3:31])=[CH:15][CH:16]=2)[N:11]=1.O. The catalyst is CN1CCCC1=O. The product is [OH:20][C:18]1[C:17]2[C:12](=[C:13]([CH3:32])[C:14]([O:30][CH3:31])=[CH:15][CH:16]=2)[N:11]=[C:10]([N:6]2[CH:7]=[CH:8][C:4]([CH:1]([CH3:3])[CH3:2])=[N:5]2)[CH:19]=1. The yield is 0.490. (2) The reactants are [H-].[Na+].[NH2:3][C@@H:4]1[C:13]2[C:8](=[CH:9][CH:10]=[CH:11][CH:12]=2)[C@H:7]([OH:14])[CH2:6][CH2:5]1.F[C:16]1[CH:17]=[CH:18][C:19]2[N:20]([C:22]([C@H:25]3[N:29]([CH3:30])[CH2:28][C@@H:27]([N:31]([CH3:33])[CH3:32])[CH2:26]3)=[N:23][N:24]=2)[CH:21]=1. The catalyst is CN(C=O)C. The product is [NH2:3][C@@H:4]1[C:13]2[C:8](=[CH:9][CH:10]=[CH:11][CH:12]=2)[C@H:7]([O:14][C:16]2[CH:17]=[CH:18][C:19]3[N:20]([C:22]([C@H:25]4[N:29]([CH3:30])[CH2:28][C@@H:27]([N:31]([CH3:33])[CH3:32])[CH2:26]4)=[N:23][N:24]=3)[CH:21]=2)[CH2:6][CH2:5]1. The yield is 0.860. (3) The reactants are [Br:1][C:2]1[CH:3]=[C:4]2[C:8](=[CH:9][C:10]=1[F:11])[NH:7][N:6]=[C:5]2[C:12]([OH:14])=[O:13].[CH2:15]1[CH2:20][O:19][CH:18]=[CH:17][CH2:16]1. The catalyst is CC#N.C(O)(C(F)(F)F)=O. The product is [Br:1][C:2]1[CH:3]=[C:4]2[C:8](=[CH:9][C:10]=1[F:11])[N:7]([CH:18]1[CH2:17][CH2:16][CH2:15][CH2:20][O:19]1)[N:6]=[C:5]2[C:12]([OH:14])=[O:13]. The yield is 0.795. (4) The reactants are [C:1]([C:3]1[CH:8]=[CH:7][CH:6]=[CH:5][C:4]=1[C:9]1[CH:14]=[CH:13][C:12]([CH2:15][CH:16]([C:22](=O)[CH2:23][CH2:24][CH3:25])[C:17](OCC)=[O:18])=[CH:11][CH:10]=1)#[N:2].[CH3:27][O:28][CH2:29][CH:30]([NH:32][C:33]1[NH:37][C:36]([CH3:38])=[N:35][N:34]=1)[CH3:31]. No catalyst specified. The product is [CH3:27][O:28][CH2:29][CH:30]([N:32]1[C:17](=[O:18])[C:16]([CH2:15][C:12]2[CH:13]=[CH:14][C:9]([C:4]3[C:3]([C:1]#[N:2])=[CH:8][CH:7]=[CH:6][CH:5]=3)=[CH:10][CH:11]=2)=[C:22]([CH2:23][CH2:24][CH3:25])[N:34]2[N:35]=[C:36]([CH3:38])[N:37]=[C:33]12)[CH3:31]. The yield is 0.520. (5) The reactants are [Cl:1][C:2]1[CH:8]=[C:7]([O:9][C:10]2[C:19]3[C:14](=[CH:15][C:16]([O:22][CH3:23])=[C:17]([O:20][CH3:21])[CH:18]=3)[N:13]=[CH:12][N:11]=2)[CH:6]=[CH:5][C:3]=1[NH2:4].Cl[C:25](Cl)([O:27][C:28](=[O:34])OC(Cl)(Cl)Cl)Cl.[CH3:36][C:37]1[CH:42]=[CH:41][CH:40]=[CH:39][C:38]=1CO.C(=O)(O)[O-].[Na+]. The catalyst is C(Cl)Cl.C(N(CC)CC)C.C1(C)C=CC=CC=1. The product is [Cl:1][C:2]1[CH:8]=[C:7]([O:9][C:10]2[C:19]3[C:14](=[CH:15][C:16]([O:22][CH3:23])=[C:17]([O:20][CH3:21])[CH:18]=3)[N:13]=[CH:12][N:11]=2)[CH:6]=[CH:5][C:3]=1[NH:4][C:28](=[O:34])[O:27][CH2:25][C:38]1[CH:39]=[CH:40][CH:41]=[CH:42][C:37]=1[CH3:36]. The yield is 0.750.